Dataset: Catalyst prediction with 721,799 reactions and 888 catalyst types from USPTO. Task: Predict which catalyst facilitates the given reaction. (1) Reactant: [F:1][C:2]1[CH:7]=[CH:6][CH:5]=[C:4]([N+:8]([O-:10])=[O:9])[C:3]=1[OH:11].CI.[C:14](=O)([O-])[O-].[K+].[K+]. Product: [F:1][C:2]1[CH:7]=[CH:6][CH:5]=[C:4]([N+:8]([O-:10])=[O:9])[C:3]=1[O:11][CH3:14]. The catalyst class is: 3. (2) Reactant: [CH3:1][O:2][C:3]1[CH:9]=[CH:8][C:7]([N+:10]([O-:12])=[O:11])=[CH:6][C:4]=1[NH2:5].N1C=CC=CC=1.[Cl:19][CH2:20][C:21](Cl)=[O:22]. Product: [Cl:19][CH2:20][C:21]([NH:5][C:4]1[CH:6]=[C:7]([N+:10]([O-:12])=[O:11])[CH:8]=[CH:9][C:3]=1[O:2][CH3:1])=[O:22]. The catalyst class is: 2. (3) Reactant: [C:1]([O:5][C:6](=[O:37])[C:7]([N:23]=C(C1C=CC=CC=1)C1C=CC=CC=1)([CH3:22])[CH2:8][C@@H:9]1[CH2:13][CH2:12][C@@H:11]([NH:14][C:15]([O:17][C:18]([CH3:21])([CH3:20])[CH3:19])=[O:16])[CH2:10]1)([CH3:4])([CH3:3])[CH3:2].[H][H]. Product: [C:1]([O:5][C:6](=[O:37])[C:7]([NH2:23])([CH3:22])[CH2:8][C@@H:9]1[CH2:13][CH2:12][C@@H:11]([NH:14][C:15]([O:17][C:18]([CH3:21])([CH3:20])[CH3:19])=[O:16])[CH2:10]1)([CH3:2])([CH3:4])[CH3:3]. The catalyst class is: 5. (4) Reactant: [CH3:1][C:2]1[CH:3]=[C:4]([NH:16][C:17]2[C:27]3[CH:26]=[C:25]([C:28]([OH:30])=O)[CH2:24][CH2:23][NH:22][C:21]=3[N:20]=[CH:19][N:18]=2)[CH:5]=[CH:6][C:7]=1[O:8][C:9]1[CH:10]=[N:11][C:12]([CH3:15])=[CH:13][CH:14]=1.[N:31]1([CH2:37][CH2:38][OH:39])[CH2:36][CH2:35][NH:34][CH2:33][CH2:32]1.Cl.C(N=C=NCCCN(C)C)C.O.ON1C2C=CC=CC=2N=N1. Product: [CH3:1][C:2]1[CH:3]=[C:4]([NH:16][C:17]2[C:27]3[CH:26]=[C:25]([C:28]([N:34]4[CH2:35][CH2:36][N:31]([CH2:37][CH2:38][OH:39])[CH2:32][CH2:33]4)=[O:30])[CH2:24][CH2:23][NH:22][C:21]=3[N:20]=[CH:19][N:18]=2)[CH:5]=[CH:6][C:7]=1[O:8][C:9]1[CH:10]=[N:11][C:12]([CH3:15])=[CH:13][CH:14]=1. The catalyst class is: 289. (5) Reactant: [F:1][C:2]1[CH:7]=[C:6]([F:8])[CH:5]=[CH:4][C:3]=1[C:9]1[CH:14]=[C:13]([N:15]2[C:19]3[CH:20]=[CH:21][C:22]([C:24]4[CH:25]=[N:26][N:27]([CH2:29][CH2:30][O:31]C5CCCCO5)[CH:28]=4)=[CH:23][C:18]=3[N:17]=[CH:16]2)[CH:12]=[C:11]([NH:38]C(=O)C)[CH:10]=1.C(Cl)(=O)C. Product: [NH2:38][C:11]1[CH:12]=[C:13]([N:15]2[C:19]3[CH:20]=[CH:21][C:22]([C:24]4[CH:25]=[N:26][N:27]([CH2:29][CH2:30][OH:31])[CH:28]=4)=[CH:23][C:18]=3[N:17]=[CH:16]2)[CH:14]=[C:9]([C:3]2[CH:4]=[CH:5][C:6]([F:8])=[CH:7][C:2]=2[F:1])[CH:10]=1. The catalyst class is: 5.